From a dataset of NCI-60 drug combinations with 297,098 pairs across 59 cell lines. Regression. Given two drug SMILES strings and cell line genomic features, predict the synergy score measuring deviation from expected non-interaction effect. (1) Cell line: NCI/ADR-RES. Drug 1: C1=CC(=CC=C1CCCC(=O)O)N(CCCl)CCCl. Drug 2: C1=NC(=NC(=O)N1C2C(C(C(O2)CO)O)O)N. Synergy scores: CSS=21.9, Synergy_ZIP=-6.07, Synergy_Bliss=4.57, Synergy_Loewe=2.16, Synergy_HSA=3.82. (2) Drug 1: CC1=CC2C(CCC3(C2CCC3(C(=O)C)OC(=O)C)C)C4(C1=CC(=O)CC4)C. Drug 2: B(C(CC(C)C)NC(=O)C(CC1=CC=CC=C1)NC(=O)C2=NC=CN=C2)(O)O. Cell line: NCI-H522. Synergy scores: CSS=-0.144, Synergy_ZIP=-1.63, Synergy_Bliss=-5.19, Synergy_Loewe=-1.05, Synergy_HSA=-4.86. (3) Drug 1: CC1=C(C(=CC=C1)Cl)NC(=O)C2=CN=C(S2)NC3=CC(=NC(=N3)C)N4CCN(CC4)CCO. Drug 2: COC1=C2C(=CC3=C1OC=C3)C=CC(=O)O2. Cell line: MALME-3M. Synergy scores: CSS=2.78, Synergy_ZIP=3.24, Synergy_Bliss=2.51, Synergy_Loewe=4.93, Synergy_HSA=-0.867. (4) Drug 1: CC(C1=C(C=CC(=C1Cl)F)Cl)OC2=C(N=CC(=C2)C3=CN(N=C3)C4CCNCC4)N. Drug 2: CC12CCC(CC1=CCC3C2CCC4(C3CC=C4C5=CN=CC=C5)C)O. Cell line: OVCAR-5. Synergy scores: CSS=12.1, Synergy_ZIP=-2.53, Synergy_Bliss=3.37, Synergy_Loewe=2.16, Synergy_HSA=2.85. (5) Drug 1: C1=NC2=C(N1)C(=S)N=C(N2)N. Drug 2: CC1CCC2CC(C(=CC=CC=CC(CC(C(=O)C(C(C(=CC(C(=O)CC(OC(=O)C3CCCCN3C(=O)C(=O)C1(O2)O)C(C)CC4CCC(C(C4)OC)OCCO)C)C)O)OC)C)C)C)OC. Cell line: SK-MEL-28. Synergy scores: CSS=14.7, Synergy_ZIP=-5.67, Synergy_Bliss=-0.176, Synergy_Loewe=1.14, Synergy_HSA=1.98. (6) Synergy scores: CSS=12.6, Synergy_ZIP=-4.95, Synergy_Bliss=-2.10, Synergy_Loewe=-1.000, Synergy_HSA=0.108. Drug 1: C1CN1P(=S)(N2CC2)N3CC3. Cell line: 786-0. Drug 2: C1CC(C1)(C(=O)O)C(=O)O.[NH2-].[NH2-].[Pt+2]. (7) Drug 1: CCCS(=O)(=O)NC1=C(C(=C(C=C1)F)C(=O)C2=CNC3=C2C=C(C=N3)C4=CC=C(C=C4)Cl)F. Drug 2: COC1=CC(=CC(=C1O)OC)C2C3C(COC3=O)C(C4=CC5=C(C=C24)OCO5)OC6C(C(C7C(O6)COC(O7)C8=CC=CS8)O)O. Cell line: SNB-19. Synergy scores: CSS=52.9, Synergy_ZIP=11.2, Synergy_Bliss=9.80, Synergy_Loewe=-26.4, Synergy_HSA=7.70. (8) Drug 1: CNC(=O)C1=CC=CC=C1SC2=CC3=C(C=C2)C(=NN3)C=CC4=CC=CC=N4. Drug 2: B(C(CC(C)C)NC(=O)C(CC1=CC=CC=C1)NC(=O)C2=NC=CN=C2)(O)O. Cell line: SNB-19. Synergy scores: CSS=4.44, Synergy_ZIP=-0.900, Synergy_Bliss=0.567, Synergy_Loewe=1.35, Synergy_HSA=1.02.